Dataset: Forward reaction prediction with 1.9M reactions from USPTO patents (1976-2016). Task: Predict the product of the given reaction. (1) Given the reactants [Br:1][C:2]1[C:10]2[C:9](Cl)=[N:8][CH:7]=[N:6][C:5]=2[S:4][C:3]=1[C:12]1[O:13][C:14]([F:17])=[CH:15][CH:16]=1.[OH:18][C@H:19]([CH2:25][C:26]1[CH:31]=[CH:30][CH:29]=[CH:28][C:27]=1[O:32][CH:33]1[CH2:38][CH2:37][CH2:36][CH2:35][O:34]1)[C:20]([O:22][CH2:23][CH3:24])=[O:21].C([O-])([O-])=O.[Cs+].[Cs+], predict the reaction product. The product is: [Br:1][C:2]1[C:10]2[C:9]([O:18][C@H:19]([CH2:25][C:26]3[CH:31]=[CH:30][CH:29]=[CH:28][C:27]=3[O:32][CH:33]3[CH2:38][CH2:37][CH2:36][CH2:35][O:34]3)[C:20]([O:22][CH2:23][CH3:24])=[O:21])=[N:8][CH:7]=[N:6][C:5]=2[S:4][C:3]=1[C:12]1[O:13][C:14]([F:17])=[CH:15][CH:16]=1. (2) Given the reactants Br[CH2:2][CH2:3][CH2:4][CH2:5][O:6][C:7]1[CH:22]=[CH:21][C:10]2[C:11]([C:14]3[CH:19]=[CH:18][C:17]([Br:20])=[CH:16][CH:15]=3)=[N:12][S:13][C:9]=2[CH:8]=1.[CH2:23]([NH2:25])[CH3:24], predict the reaction product. The product is: [Br:20][C:17]1[CH:18]=[CH:19][C:14]([C:11]2[C:10]3[CH:21]=[CH:22][C:7]([O:6][CH2:5][CH2:4][CH2:3][CH2:2][NH:25][CH2:23][CH3:24])=[CH:8][C:9]=3[S:13][N:12]=2)=[CH:15][CH:16]=1. (3) The product is: [OH:8][CH2:7][C@@H:6]1[C@H:4]2[O:5][C:28]([CH2:29][CH2:30][CH2:31][CH2:32][CH3:33])([CH2:27][CH2:26][CH2:25][CH2:24][CH3:23])[O:3][C@H:2]2[C@H:1]([N:10]2[CH:17]=[CH:16][C:14](=[O:15])[NH:13][C:11]2=[O:12])[O:9]1. Given the reactants [C@@H:1]1([N:10]2[CH:17]=[CH:16][C:14](=[O:15])[NH:13][C:11]2=[O:12])[O:9][C@H:6]([CH2:7][OH:8])[C@@H:4]([OH:5])[C@H:2]1[OH:3].CN(C=O)C.[CH3:23][CH2:24][CH2:25][CH2:26][CH2:27][C:28](=O)[CH2:29][CH2:30][CH2:31][CH2:32][CH3:33].Cl, predict the reaction product. (4) Given the reactants [F:1][C:2]([F:38])([F:37])[C:3]1[CH:4]=[C:5]([CH:30]=[C:31]([C:33]([F:36])([F:35])[F:34])[CH:32]=1)[C:6]([N:8]1[CH2:13][CH2:12][N:11]([CH2:14][CH2:15]OS(C)(=O)=O)[CH2:10][C@H:9]1[CH2:21][C:22]1[CH:27]=[CH:26][C:25]([CH3:28])=[C:24]([CH3:29])[CH:23]=1)=[O:7].[CH2:39]([O:41][CH2:42][CH2:43][NH2:44])[CH3:40].C(N(CC)CC)C.[ClH:52], predict the reaction product. The product is: [ClH:52].[ClH:52].[F:38][C:2]([F:1])([F:37])[C:3]1[CH:4]=[C:5]([CH:30]=[C:31]([C:33]([F:34])([F:35])[F:36])[CH:32]=1)[C:6]([N:8]1[CH2:13][CH2:12][N:11]([CH2:14][CH2:15][NH:44][CH2:43][CH2:42][O:41][CH2:39][CH3:40])[CH2:10][C@H:9]1[CH2:21][C:22]1[CH:27]=[CH:26][C:25]([CH3:28])=[C:24]([CH3:29])[CH:23]=1)=[O:7]. (5) Given the reactants [CH3:1][O:2][C:3]([C:5]1[CH:10]=[CH:9][C:8](B(O)O)=[CH:7][CH:6]=1)=[O:4].Br[C:15]1[N:19]=[CH:18][N:17]([C:20]2[CH:25]=[CH:24][C:23]([O:26][C:27]([F:30])([F:29])[F:28])=[CH:22][CH:21]=2)[N:16]=1.C([O-])([O-])=O.[Na+].[Na+].COCCOC, predict the reaction product. The product is: [F:30][C:27]([F:28])([F:29])[O:26][C:23]1[CH:22]=[CH:21][C:20]([N:17]2[CH:18]=[N:19][C:15]([C:8]3[CH:9]=[CH:10][C:5]([C:3]([O:2][CH3:1])=[O:4])=[CH:6][CH:7]=3)=[N:16]2)=[CH:25][CH:24]=1. (6) Given the reactants C1(P(C2C=CC=CC=2)C2C=CC=CC=2)C=CC=CC=1.CC(OC(/N=N/C(OC(C)C)=O)=O)C.[Cl:34][C:35]1[C:40]([F:41])=[CH:39][CH:38]=[C:37]([Cl:42])[C:36]=1[CH:43]([OH:45])[CH3:44].O[C:47]1[C:48]([N+:53]([O-:55])=[O:54])=[N:49][CH:50]=[CH:51][CH:52]=1.[NH4+].[Cl-], predict the reaction product. The product is: [Cl:34][C:35]1[C:40]([F:41])=[CH:39][CH:38]=[C:37]([Cl:42])[C:36]=1[CH:43]([O:45][C:47]1[C:48]([N+:53]([O-:55])=[O:54])=[N:49][CH:50]=[CH:51][CH:52]=1)[CH3:44]. (7) Given the reactants [NH2:1][C:2](=O)[CH2:3][CH2:4][C:5]1[CH:10]=[CH:9][N:8]=[C:7]([NH:11][C:12](=[O:18])[O:13][C:14]([CH3:17])([CH3:16])[CH3:15])[CH:6]=1.COC1C=CC(P2(SP(C3C=CC(OC)=CC=3)(=S)S2)=[S:29])=CC=1, predict the reaction product. The product is: [NH2:1][C:2](=[S:29])[CH2:3][CH2:4][C:5]1[CH:10]=[CH:9][N:8]=[C:7]([NH:11][C:12](=[O:18])[O:13][C:14]([CH3:17])([CH3:16])[CH3:15])[CH:6]=1.